From a dataset of Reaction yield outcomes from USPTO patents with 853,638 reactions. Predict the reaction yield, written as a fraction of the theoretical maximum amount of product (1.0 means a 100% yield; for example, 0.34 means a 34% yield). (1) The catalyst is C(O)C.O1CCCC1. The yield is 0.530. The product is [CH3:1][C:2]([CH3:29])([CH3:28])[CH2:3][O:4][C:5]1([C:8]2[CH:13]=[CH:12][C:11]([C:14]#[C:15][C:16]3[CH:21]=[CH:20][C:19]([CH2:22][C:23]([OH:25])=[O:24])=[CH:18][CH:17]=3)=[CH:10][C:9]=2[CH3:27])[CH2:7][CH2:6]1. The reactants are [CH3:1][C:2]([CH3:29])([CH3:28])[CH2:3][O:4][C:5]1([C:8]2[CH:13]=[CH:12][C:11]([C:14]#[C:15][C:16]3[CH:21]=[CH:20][C:19]([CH2:22][C:23]([O:25]C)=[O:24])=[CH:18][CH:17]=3)=[CH:10][C:9]=2[CH3:27])[CH2:7][CH2:6]1.[OH-].[Na+]. (2) The reactants are [NH2:1][C@H:2]([CH3:28])[CH2:3][N:4]1[C:8]2=[N:9][CH:10]=[N:11][C:12]([NH2:13])=[C:7]2[C:6]([C:14]2[CH:19]=[CH:18][C:17]([O:20][C:21]3[CH:26]=[CH:25][CH:24]=[CH:23][CH:22]=3)=[CH:16][C:15]=2[F:27])=[N:5]1.[C:29]([CH2:31][C:32](O)=[O:33])#[N:30].CN(C(ON1N=NC2C=CC=NC1=2)=[N+](C)C)C.F[P-](F)(F)(F)(F)F. The catalyst is CN(C=O)C. The product is [NH2:13][C:12]1[N:11]=[CH:10][N:9]=[C:8]2[N:4]([CH2:3][C@H:2]([NH:1][C:32](=[O:33])[CH2:31][C:29]#[N:30])[CH3:28])[N:5]=[C:6]([C:14]3[CH:19]=[CH:18][C:17]([O:20][C:21]4[CH:22]=[CH:23][CH:24]=[CH:25][CH:26]=4)=[CH:16][C:15]=3[F:27])[C:7]=12. The yield is 0.980. (3) The reactants are [CH3:1][N:2]([CH3:8])[CH2:3][CH2:4][CH2:5][Mg]Cl.Cl[CH2:10][C:11]1[CH:12]=[C:13]([CH:16]=[CH:17][C:18]=1[C:19](=[O:27])[C:20]1[CH:25]=[CH:24][C:23]([F:26])=[CH:22][CH:21]=1)[C:14]#[N:15].Br. The catalyst is COCCOC. The product is [CH3:1][N:2]([CH3:8])[CH2:3][CH2:4][CH2:5][C:19]1([C:20]2[CH:25]=[CH:24][C:23]([F:26])=[CH:22][CH:21]=2)[C:18]2[C:11](=[CH:12][C:13]([C:14]#[N:15])=[CH:16][CH:17]=2)[CH2:10][O:27]1. The yield is 0.750. (4) The reactants are [CH3:1][N:2]([CH3:13])[CH2:3][C:4]1[C:12]2[C:7](=[N:8][CH:9]=[CH:10][CH:11]=2)[NH:6][CH:5]=1.CN(C)C=O.[H-].[Na+].[CH:21]([Si:24](Cl)([CH:28]([CH3:30])[CH3:29])[CH:25]([CH3:27])[CH3:26])([CH3:23])[CH3:22]. The catalyst is O. The product is [CH3:1][N:2]([CH3:13])[CH2:3][C:4]1[C:12]2[C:7](=[N:8][CH:9]=[CH:10][CH:11]=2)[N:6]([Si:24]([CH:28]([CH3:30])[CH3:29])([CH:25]([CH3:27])[CH3:26])[CH:21]([CH3:23])[CH3:22])[CH:5]=1. The yield is 0.588. (5) The reactants are [F:1][C:2]1[CH:8]=[C:7]([I:9])[CH:6]=[CH:5][C:3]=1[NH2:4].C[Si](C)(C)[N-][Si](C)(C)C.[Li+].F[C:21]1[C:26]([F:27])=[C:25]([F:28])[CH:24]=[C:23]([F:29])[C:22]=1[N+:30]([O-:32])=[O:31].C(OCC)(=O)C. The catalyst is C1COCC1. The product is [F:1][C:2]1[CH:8]=[C:7]([I:9])[CH:6]=[CH:5][C:3]=1[NH:4][C:21]1[C:22]([N+:30]([O-:32])=[O:31])=[C:23]([F:29])[CH:24]=[C:25]([F:28])[C:26]=1[F:27]. The yield is 0.592. (6) The catalyst is O. The yield is 1.00. The reactants are FC(F)(F)S(O[C:7]1[CH:8]=[CH:9][C:10]2[O:14][C:13]([C:15]3[CH:20]=[CH:19][C:18]([F:21])=[CH:17][CH:16]=3)=[C:12]([C:22](=[O:25])[NH:23][CH3:24])[C:11]=2[CH:26]=1)(=O)=O.B([C:32]1[CH:33]=[CH:34][C:35]([O:41][CH3:42])=[C:36]([CH:40]=1)[C:37]([OH:39])=[O:38])(O)O.C(=O)([O-])[O-].[Cs+].[Cs+].O1CCOCC1. The product is [F:21][C:18]1[CH:17]=[CH:16][C:15]([C:13]2[O:14][C:10]3[CH:9]=[CH:8][C:7]([C:32]4[CH:33]=[CH:34][C:35]([O:41][CH3:42])=[C:36]([CH:40]=4)[C:37]([OH:39])=[O:38])=[CH:26][C:11]=3[C:12]=2[C:22](=[O:25])[NH:23][CH3:24])=[CH:20][CH:19]=1. (7) The reactants are [C:1]([NH:4][C:5]1[CH:6]=[CH:7][C:8]2[O:12][CH2:11][CH2:10][C:9]=2[CH:13]=1)(=[O:3])[CH3:2].[N+:14]([O-])([OH:16])=[O:15]. The catalyst is CC(O)=O. The product is [C:1]([NH:4][C:5]1[C:6]([N+:14]([O-:16])=[O:15])=[CH:7][C:8]2[O:12][CH2:11][CH2:10][C:9]=2[CH:13]=1)(=[O:3])[CH3:2]. The yield is 0.933.